Dataset: Forward reaction prediction with 1.9M reactions from USPTO patents (1976-2016). Task: Predict the product of the given reaction. (1) Given the reactants [CH3:1][O:2][C:3]1[CH:22]=[CH:21][C:6]([CH2:7][N:8]([C:16]2[N:17]=[CH:18][S:19][CH:20]=2)C(=O)OC(C)(C)C)=[CH:5][CH:4]=1.[Al](Cl)(C)C, predict the reaction product. The product is: [CH3:1][O:2][C:3]1[CH:4]=[CH:5][C:6]([CH2:7][NH:8][C:16]2[N:17]=[CH:18][S:19][CH:20]=2)=[CH:21][CH:22]=1. (2) Given the reactants [F:1][C:2]1[CH:3]=[C:4]([C:8](=[O:10])[CH3:9])[CH:5]=[CH:6][CH:7]=1.[Br:11]Br, predict the reaction product. The product is: [Br:11][CH2:9][C:8]([C:4]1[CH:5]=[CH:6][CH:7]=[C:2]([F:1])[CH:3]=1)=[O:10]. (3) Given the reactants [Cl:1][CH2:2][CH2:3][C:4]1[CH:5]=[CH:6][C:7]2[O:12][CH2:11][C:10](=[O:13])[NH:9][C:8]=2[CH:14]=1.[H-].[Na+].I[CH3:18], predict the reaction product. The product is: [Cl:1][CH2:2][CH2:3][C:4]1[CH:5]=[CH:6][C:7]2[O:12][CH2:11][C:10](=[O:13])[N:9]([CH3:18])[C:8]=2[CH:14]=1. (4) Given the reactants C1(C)C=CC=CC=1.C1COCC1.[B:13](OC(C)C)([O:18]C(C)C)[O:14]C(C)C.[F:26][C:27]1[CH:28]=[C:29]([CH3:34])[CH:30]=[CH:31][C:32]=1Br, predict the reaction product. The product is: [F:26][C:27]1[CH:28]=[C:29]([CH3:34])[CH:30]=[CH:31][C:32]=1[B:13]([OH:18])[OH:14].